Binary Classification. Given a drug SMILES string, predict its activity (active/inactive) in a high-throughput screening assay against a specified biological target. From a dataset of Choline transporter screen with 302,306 compounds. (1) The drug is s1c2c(C(N(CC2)C(=O)NC(C)(C)C)c2ccc(OC)cc2)cc1. The result is 0 (inactive). (2) The drug is S(c1n(N)c(nn1)C1CC1)CC(=O)Nc1ccc(OC)cc1. The result is 0 (inactive). (3) The compound is s1c2c(nc1N\C=C1\C(=O)C(OC)=CC=C1)ccc(OC)c2. The result is 0 (inactive). (4) The result is 0 (inactive). The drug is Clc1c(OCc2ccccc2)c(cc(Cl)c1)/C=N\NC(OC)=O. (5) The molecule is FC(F)(F)c1nn(c(NC(=O)C)c1c1ccc(OC)cc1)C. The result is 0 (inactive). (6) The drug is O(C1CCN(CC1)C(C)C)c1c(OC)ccc(c1)C(=O)NCc1onc(C(C)C)c1. The result is 1 (active). (7) The molecule is O(C1CCN(CC1)Cc1cn(nc1)C)c1cc(C(=O)NC2CC2)ccc1OC. The result is 0 (inactive).